Dataset: Catalyst prediction with 721,799 reactions and 888 catalyst types from USPTO. Task: Predict which catalyst facilitates the given reaction. (1) Product: [CH2:1]([N:5]1[C:13]2[N:12]=[C:11]([Cl:14])[NH:10][C:9]=2[C:8](=[O:15])[N:7]([CH2:16][CH2:17][CH2:18][CH2:19][C:20]2[O:22][N:34]=[C:26]([C:27]3[CH:32]=[CH:31][CH:30]=[CH:29][CH:28]=3)[N:33]=2)[C:6]1=[O:25])[CH2:2][CH2:3][CH3:4]. Reactant: [CH2:1]([N:5]1[C:13]2[N:12]=[C:11]([Cl:14])[NH:10][C:9]=2[C:8](=[O:15])[N:7]([CH2:16][CH2:17][CH2:18][CH2:19][C:20]([O:22]CC)=O)[C:6]1=[O:25])[CH2:2][CH2:3][CH3:4].[C:26](=[N:34]O)([NH2:33])[C:27]1[CH:32]=[CH:31][CH:30]=[CH:29][CH:28]=1.[O-]CC.[Na+]. The catalyst class is: 14. (2) Reactant: [H-].[Na+].[CH3:3][CH2:4][O:5][C:6]([CH:8](P(OCC)(OCC)=O)[CH3:9])=[O:7].[N:18]1[CH:23]=[CH:22][CH:21]=[C:20]([CH:24]=O)[CH:19]=1.O. Product: [CH3:9][C:8](=[CH:24][C:20]1[CH:19]=[N:18][CH:23]=[CH:22][CH:21]=1)[C:6]([O:5][CH2:4][CH3:3])=[O:7]. The catalyst class is: 54.